This data is from Forward reaction prediction with 1.9M reactions from USPTO patents (1976-2016). The task is: Predict the product of the given reaction. (1) Given the reactants [NH:1]1[C:9]2[C:4](=[CH:5][CH:6]=[CH:7][CH:8]=2)[C:3]([CH:10]2[CH2:15][CH2:14][N:13]([C:16]([O:18][C:19]([CH3:22])([CH3:21])[CH3:20])=[O:17])[CH2:12][CH2:11]2)=[CH:2]1.[H-].[Na+].[CH3:25]I, predict the reaction product. The product is: [CH3:25][N:1]1[C:9]2[C:4](=[CH:5][CH:6]=[CH:7][CH:8]=2)[C:3]([CH:10]2[CH2:15][CH2:14][N:13]([C:16]([O:18][C:19]([CH3:22])([CH3:21])[CH3:20])=[O:17])[CH2:12][CH2:11]2)=[CH:2]1. (2) Given the reactants [H-].[H-].[H-].[H-].[Li+].[Al+3].C1(C([O:12][CH:13]2[CH2:18][CH2:17][N:16]([C:19]([CH:21]3[CH2:23][CH2:22]3)=O)[CH2:15][CH2:14]2)=O)CC1.O.[OH-].[Na+], predict the reaction product. The product is: [CH:21]1([CH2:19][N:16]2[CH2:17][CH2:18][CH:13]([OH:12])[CH2:14][CH2:15]2)[CH2:22][CH2:23]1. (3) The product is: [CH2:35]([O:37][C:38]1[CH:43]=[C:42]([C:13]2[C:18]([O:19][C:20]3[C:29]4[C:24](=[CH:25][C:26]([O:32][CH3:33])=[C:27]([O:30][CH3:31])[CH:28]=4)[N:23]=[CH:22][CH:21]=3)=[CH:17][CH:16]=[C:15]([CH3:34])[N:14]=2)[CH:41]=[CH:40][CH:39]=1)[CH3:36]. Given the reactants CN(C)C=O.C(=O)([O-])[O-].[K+].[K+].I[C:13]1[C:18]([O:19][C:20]2[C:29]3[C:24](=[CH:25][C:26]([O:32][CH3:33])=[C:27]([O:30][CH3:31])[CH:28]=3)[N:23]=[CH:22][CH:21]=2)=[CH:17][CH:16]=[C:15]([CH3:34])[N:14]=1.[CH2:35]([O:37][C:38]1[CH:39]=[C:40](B(O)O)[CH:41]=[CH:42][CH:43]=1)[CH3:36], predict the reaction product. (4) Given the reactants [CH3:1][O:2][C:3]1[N:8]=[CH:7][N:6]=[C:5]([CH2:9][N:10]2[C:18]3[C:13](=[N:14][CH:15]=[CH:16][CH:17]=3)[C:12]([C:19]([OH:21])=O)=[CH:11]2)[C:4]=1[CH3:22].C(N(CC)CC)C.CCCP1(OP(CCC)(=O)OP(CCC)(=O)O1)=O.[CH2:48]([CH2:50][NH2:51])[OH:49], predict the reaction product. The product is: [OH:49][CH2:48][CH2:50][NH:51][C:19]([C:12]1[C:13]2=[N:14][CH:15]=[CH:16][CH:17]=[C:18]2[N:10]([CH2:9][C:5]2[C:4]([CH3:22])=[C:3]([O:2][CH3:1])[N:8]=[CH:7][N:6]=2)[CH:11]=1)=[O:21]. (5) Given the reactants FC(F)(F)C(O)=O.C(OC([N:15]1[CH2:20][CH2:19][CH:18]([C:21]2([CH2:32][C:33]3[CH:38]=[CH:37][CH:36]=[C:35]([Cl:39])[CH:34]=3)[C:29]3[C:24](=[CH:25][C:26]([Cl:30])=[CH:27][CH:28]=3)[NH:23][C:22]2=[O:31])[CH2:17][CH2:16]1)=O)(C)(C)C, predict the reaction product. The product is: [Cl:30][C:26]1[CH:25]=[C:24]2[C:29]([C:21]([CH2:32][C:33]3[CH:38]=[CH:37][CH:36]=[C:35]([Cl:39])[CH:34]=3)([CH:18]3[CH2:19][CH2:20][NH:15][CH2:16][CH2:17]3)[C:22](=[O:31])[NH:23]2)=[CH:28][CH:27]=1. (6) Given the reactants [Li]CCCC.[Cl:6][C:7]1[CH:12]=[CH:11][CH:10]=[CH:9][C:8]=1[N:13]1[CH:17]=[CH:16][N:15]=[CH:14]1.CON(C)[C:21]([C:23]1[N:24]=[N:25][N:26]([CH2:34][C:35]2[CH:40]=[C:39]([C:41]([F:44])([F:43])[F:42])[CH:38]=[C:37]([C:45]([F:48])([F:47])[F:46])[CH:36]=2)[C:27]=1[C:28]1[CH:29]=[N:30][CH:31]=[CH:32][CH:33]=1)=[O:22].Cl, predict the reaction product. The product is: [F:44][C:41]([F:42])([F:43])[C:39]1[CH:40]=[C:35]([CH:36]=[C:37]([C:45]([F:46])([F:48])[F:47])[CH:38]=1)[CH2:34][N:26]1[C:27]([C:28]2[CH:29]=[N:30][CH:31]=[CH:32][CH:33]=2)=[C:23]([C:21]([C:14]2[N:13]([C:8]3[CH:9]=[CH:10][CH:11]=[CH:12][C:7]=3[Cl:6])[CH:17]=[CH:16][N:15]=2)=[O:22])[N:24]=[N:25]1. (7) Given the reactants O[C:2]1[C:7]([I:8])=[CH:6][C:5]([N+:9]([O-:11])=[O:10])=[CH:4][N:3]=1.P(Cl)(Cl)(Cl)(Cl)[Cl:13].P(Cl)(Cl)(Cl)=O, predict the reaction product. The product is: [Cl:13][C:2]1[C:7]([I:8])=[CH:6][C:5]([N+:9]([O-:11])=[O:10])=[CH:4][N:3]=1. (8) Given the reactants [NH2:1][C:2]1[C:3]([OH:13])=[C:4]([CH:9]=[C:10]([Cl:12])[CH:11]=1)[C:5]([O:7][CH3:8])=[O:6].C1N=CN([C:19](N2C=NC=C2)=[O:20])C=1, predict the reaction product. The product is: [Cl:12][C:10]1[CH:9]=[C:4]([C:5]([O:7][CH3:8])=[O:6])[C:3]2[O:13][C:19](=[O:20])[NH:1][C:2]=2[CH:11]=1.